This data is from Catalyst prediction with 721,799 reactions and 888 catalyst types from USPTO. The task is: Predict which catalyst facilitates the given reaction. (1) Reactant: [S:1]1[CH:5]=[CH:4][C:3]2[CH:6]=[CH:7][C:8]([NH2:10])=[CH:9][C:2]1=2.Br[CH2:12][C:13]1[CH:23]=[CH:22][C:21]([N+:24]([O-:26])=[O:25])=[CH:20][C:14]=1[C:15](OCC)=[O:16].C(N(CC)C(C)C)(C)C. Product: [S:1]1[CH:5]=[CH:4][C:3]2[CH:6]=[CH:7][C:8]([N:10]3[CH2:12][C:13]4[C:14](=[CH:20][C:21]([N+:24]([O-:26])=[O:25])=[CH:22][CH:23]=4)[C:15]3=[O:16])=[CH:9][C:2]1=2. The catalyst class is: 8. (2) Reactant: [Cl:1][C:2]1[CH:9]=[C:8]([Cl:10])[CH:7]=[CH:6][C:3]=1[CH2:4]Cl.[Na+].[I-:12]. Product: [Cl:1][C:2]1[CH:9]=[C:8]([Cl:10])[CH:7]=[CH:6][C:3]=1[CH2:4][I:12]. The catalyst class is: 21. (3) Reactant: Cl.[CH3:2][O:3][CH2:4][CH2:5][O:6][C@@H:7]1[CH2:12][CH2:11][CH2:10][N:9]([CH2:13][C@@H:14]2[CH2:19][CH2:18][CH2:17][CH2:16][C@H:15]2[NH2:20])[CH2:8]1.[N:21]1([C:26]2[C:31](C(O)=O)=[CH:30][CH:29]=[CH:28][CH:27]=2)[CH:25]=[CH:24]N=C1.C([N:38]([CH:41](C)C)CC)(C)C.CN([C:47]([O:51]N1N=NC2C=CC=NC1=2)=[N+](C)C)C.F[P-](F)(F)(F)(F)F. Product: [CH3:2][O:3][CH2:4][CH2:5][O:6][C@@H:7]1[CH2:12][CH2:11][CH2:10][N:9]([CH2:13][C@@H:14]2[CH2:19][CH2:18][CH2:17][CH2:16][C@H:15]2[NH:20][C:47](=[O:51])[C:29]2[CH:28]=[CH:27][C:26]([N:21]3[CH:25]=[CH:24][CH:41]=[N:38]3)=[CH:31][CH:30]=2)[CH2:8]1. The catalyst class is: 3. (4) Reactant: [Cl:1][C:2]1[CH:7]=[C:6]2[NH:8][C:9](=[O:42])[C:10]3([CH:15]([C:16]4[CH:21]=[CH:20][CH:19]=[C:18]([Cl:22])[CH:17]=4)[CH2:14][C:13](=[O:23])[NH:12][CH:11]3[C:24]3[CH:29]=[C:28]([I:30])[CH:27]=[CH:26][C:25]=3[O:31][CH:32]3[CH2:37][CH2:36][N:35]([CH2:38][C:39](O)=[O:40])[CH2:34][CH2:33]3)[C:5]2=[CH:4][CH:3]=1.CC[N:45]=C=NCCCN(C)C.C1C=CC2N(O)N=NC=2C=1.C(N(C(C)C)CC)(C)C.[NH4+].[Cl-]. Product: [C:39]([CH2:38][N:35]1[CH2:36][CH2:37][CH:32]([O:31][C:25]2[CH:26]=[CH:27][C:28]([I:30])=[CH:29][C:24]=2[CH:11]2[C:10]3([C:5]4[C:6](=[CH:7][C:2]([Cl:1])=[CH:3][CH:4]=4)[NH:8][C:9]3=[O:42])[CH:15]([C:16]3[CH:21]=[CH:20][CH:19]=[C:18]([Cl:22])[CH:17]=3)[CH2:14][C:13](=[O:23])[NH:12]2)[CH2:33][CH2:34]1)(=[O:40])[NH2:45]. The catalyst class is: 9. (5) Reactant: [C:1]1([N:7]([C:16]2[CH:21]=[CH:20][CH:19]=[CH:18][CH:17]=2)[C:8]2[CH:13]=[CH:12][C:11]([C:14]#[N:15])=[CH:10][CH:9]=2)[CH:6]=[CH:5][CH:4]=[CH:3][CH:2]=1.[N-:22]=[N+:23]=[N-:24].[Na+].[Cl-].[NH4+].O. Product: [C:1]1([N:7]([C:16]2[CH:21]=[CH:20][CH:19]=[CH:18][CH:17]=2)[C:8]2[CH:13]=[CH:12][C:11]([C:14]3[NH:24][N:23]=[N:22][N:15]=3)=[CH:10][CH:9]=2)[CH:6]=[CH:5][CH:4]=[CH:3][CH:2]=1. The catalyst class is: 3. (6) Reactant: [C:1]([C:3]1[C:4]([C:28]2[S:29][CH:30]=[CH:31][C:32]=2[CH3:33])=[C:5]([C:12]2[CH:13]=[C:14]3[C:18](=[CH:19][CH:20]=2)[N:17](C(OC(C)(C)C)=O)[N:16]=[CH:15]3)[CH:6]=[C:7]([CH2:9][CH2:10][CH3:11])[CH:8]=1)#[N:2].C([O-])(O)=O.[Na+]. Product: [NH:17]1[C:18]2[C:14](=[CH:13][C:12]([C:5]3[C:4]([C:28]4[S:29][CH:30]=[CH:31][C:32]=4[CH3:33])=[C:3]([CH:8]=[C:7]([CH2:9][CH2:10][CH3:11])[CH:6]=3)[C:1]#[N:2])=[CH:20][CH:19]=2)[CH:15]=[N:16]1. The catalyst class is: 157. (7) Reactant: Br[C:2]1[C:7]([Br:8])=[CH:6][CH:5]=[CH:4][N:3]=1.[CH2:9]([Sn](CCCC)(CCCC)C=C)[CH2:10]CC.[Li+].[Cl-]. Product: [Br:8][C:7]1[C:2]([CH:9]=[CH2:10])=[N:3][CH:4]=[CH:5][CH:6]=1. The catalyst class is: 233.